This data is from Experimentally validated miRNA-target interactions with 360,000+ pairs, plus equal number of negative samples. The task is: Binary Classification. Given a miRNA mature sequence and a target amino acid sequence, predict their likelihood of interaction. (1) The miRNA is mmu-miR-184-3p with sequence UGGACGGAGAACUGAUAAGGGU. The protein sequence of the target gene is MSPSAKKRPKNSRVSKMQDEKLRDETEQPVSKVIERNRLRTVLKNLSLLKLLKSSNRRIQELHKLAKRCWHSLLSVPKILRISSGENSACNKTKQNNEEFQEIGCSEKELKSKKLESTGDPKKKEYKEWKSQVQSGMRNKEKTSLAAMPRKEKHIEPEVPRTSRDDSLNPGVQGRQPLTEGPRVIFIKPYRNRTPMGHMKQLDVADQWIWFEGLPTRIHLPAPRVMCRSSTLRWVKRRCTRFCSASLEMPMWHPYKVDVTWTRARGASRGWRSRHQLKGRNGWRNSRVYK. Result: 0 (no interaction). (2) The miRNA is hsa-miR-4756-5p with sequence CAGGGAGGCGCUCACUCUCUGCU. The protein sequence of the target gene is MQLQFRSWMLAALTLLVVFLIFADISEIEEEIGNSGGRGTIRSAVNSLHSKSNRAEVVINGSSPPAVADRSNESLKHNIQPASSKWRHNQTLSLRIRKQILKFLDAEKDISVLKGTLKPGDIIHYIFDRDSTMNVSQNLYELLPRTSPLKNKHFQTCAIVGNSGVLLNSGCGQEIDTHSFVIRCNLAPVQEYARDVGLKTDLVTMNPSVIQRAFEDLVNATWREKLLQRLHGLNGSILWIPAFMARGGKERVEWVNALILKHHVNVRTAYPSLRLLHAVRGYWLTNKVHIKRPTTGLLMY.... Result: 0 (no interaction).